From a dataset of Catalyst prediction with 721,799 reactions and 888 catalyst types from USPTO. Predict which catalyst facilitates the given reaction. (1) Reactant: Cl.CN(C)CCCN=C=NCC.[CH2:13]([N:20]([CH2:40][C:41](O)=[O:42])[CH2:21][CH2:22][C:23]1[CH:28]=[CH:27][C:26]([O:29][CH2:30][CH2:31][CH2:32][CH2:33][C:34]2[CH:39]=[CH:38][CH:37]=[CH:36][CH:35]=2)=[CH:25][CH:24]=1)[C:14]1[CH:19]=[CH:18][CH:17]=[CH:16][CH:15]=1.[CH3:44][NH:45][O:46][CH3:47].CN1CCOCC1. Product: [CH2:13]([N:20]([CH2:21][CH2:22][C:23]1[CH:28]=[CH:27][C:26]([O:29][CH2:30][CH2:31][CH2:32][CH2:33][C:34]2[CH:39]=[CH:38][CH:37]=[CH:36][CH:35]=2)=[CH:25][CH:24]=1)[CH2:40][C:41]([N:45]([O:46][CH3:47])[CH3:44])=[O:42])[C:14]1[CH:15]=[CH:16][CH:17]=[CH:18][CH:19]=1. The catalyst class is: 7. (2) Reactant: [CH3:1][C:2]1([CH3:13])[CH2:7][CH2:6][CH2:5][CH:4]([CH2:8][C:9](=[O:11])[CH3:10])[C:3]1=O.CC(C)([O-])C.[K+]. Product: [CH3:1][C:2]1([CH3:13])[CH2:7][CH2:6][CH2:5][CH:4]2[C:3]1=[CH:10][C:9](=[O:11])[CH2:8]2. The catalyst class is: 7.